From a dataset of Reaction yield outcomes from USPTO patents with 853,638 reactions. Predict the reaction yield, written as a fraction of the theoretical maximum amount of product (1.0 means a 100% yield; for example, 0.34 means a 34% yield). (1) The reactants are Br[C:2]1[C:3]([CH2:8][N:9]2[CH2:14][CH2:13][N:12]([C:15]3[NH:16][C:17](=[O:26])[C:18]4[CH2:24][CH2:23][CH2:22][N:21]([CH3:25])[C:19]=4[N:20]=3)[CH2:11][CH2:10]2)=[N:4][CH:5]=[CH:6][CH:7]=1.[CH3:27][N:28](C=O)C. The catalyst is CO.C1C=CC([P]([Pd]([P](C2C=CC=CC=2)(C2C=CC=CC=2)C2C=CC=CC=2)([P](C2C=CC=CC=2)(C2C=CC=CC=2)C2C=CC=CC=2)[P](C2C=CC=CC=2)(C2C=CC=CC=2)C2C=CC=CC=2)(C2C=CC=CC=2)C2C=CC=CC=2)=CC=1.[C-]#N.[Zn+2].[C-]#N. The product is [CH3:25][N:21]1[C:19]2[N:20]=[C:15]([N:12]3[CH2:13][CH2:14][N:9]([CH2:8][C:3]4[C:2]([C:27]#[N:28])=[CH:7][CH:6]=[CH:5][N:4]=4)[CH2:10][CH2:11]3)[NH:16][C:17](=[O:26])[C:18]=2[CH2:24][CH2:23][CH2:22]1. The yield is 0.240. (2) The reactants are Cl[CH2:2][C:3]1[CH:8]=[CH:7][CH:6]=[C:5]([S:9][CH:10]([CH3:12])[CH3:11])[N:4]=1.C([O:15][C:16](=[O:28])[C:17]([CH3:27])([CH3:26])[CH2:18][C:19]1[CH:24]=[CH:23][C:22]([OH:25])=[CH:21][CH:20]=1)C. No catalyst specified. The product is [CH:10]([S:9][C:5]1[N:4]=[C:3]([CH2:2][O:25][C:22]2[CH:21]=[CH:20][C:19]([CH2:18][C:17]([CH3:27])([CH3:26])[C:16]([OH:28])=[O:15])=[CH:24][CH:23]=2)[CH:8]=[CH:7][CH:6]=1)([CH3:12])[CH3:11]. The yield is 0.810. (3) The reactants are [O:1]=[C:2]1[O:6][CH2:5][C@H:4]([NH:7][C:8](=[O:17])[O:9][CH2:10][C:11]2[CH:16]=[CH:15][CH:14]=[CH:13][CH:12]=2)[CH2:3]1.[CH3:18][NH:19][CH3:20]. The catalyst is C1COCC1. The product is [CH3:18][N:19]([CH3:20])[C:2](=[O:1])[CH2:3][C@@H:4]([NH:7][C:8](=[O:17])[O:9][CH2:10][C:11]1[CH:16]=[CH:15][CH:14]=[CH:13][CH:12]=1)[CH2:5][OH:6]. The yield is 0.915.